Dataset: Full USPTO retrosynthesis dataset with 1.9M reactions from patents (1976-2016). Task: Predict the reactants needed to synthesize the given product. (1) Given the product [Cl:1][C:2]1[N:7]=[C:6]2[N:8]([CH2:25][C:24]([F:28])([F:27])[F:23])[N:9]=[CH:10][C:5]2=[C:4]([N:11]2[CH2:12][CH2:13][O:14][CH2:15][CH2:16]2)[N:3]=1, predict the reactants needed to synthesize it. The reactants are: [Cl:1][C:2]1[N:7]=[C:6]2[NH:8][N:9]=[CH:10][C:5]2=[C:4]([N:11]2[CH2:16][CH2:15][O:14][CH2:13][CH2:12]2)[N:3]=1.C(=O)([O-])[O-].[K+].[K+].[F:23][C:24]([F:28])([F:27])[CH2:25]I. (2) Given the product [CH2:1]([C:8]1[S:12][C:11]2[CH:13]=[CH:14][CH:15]=[CH:16][C:10]=2[C:9]=1[CH2:17][CH2:18][C:19]1[CH:24]=[CH:23][C:22]([O:25][S:27]([C:30]2[CH:38]=[CH:37][C:33]([C:34]([OH:36])=[O:35])=[C:32]([OH:39])[CH:31]=2)(=[O:29])=[O:28])=[CH:21][CH:20]=1)[C:2]1[CH:7]=[CH:6][CH:5]=[CH:4][CH:3]=1, predict the reactants needed to synthesize it. The reactants are: [CH2:1]([C:8]1[S:12][C:11]2[CH:13]=[CH:14][CH:15]=[CH:16][C:10]=2[C:9]=1[CH2:17][CH2:18][C:19]1[CH:24]=[CH:23][C:22]([OH:25])=[CH:21][CH:20]=1)[C:2]1[CH:7]=[CH:6][CH:5]=[CH:4][CH:3]=1.Cl[S:27]([C:30]1[CH:38]=[CH:37][C:33]([C:34]([OH:36])=[O:35])=[C:32]([OH:39])[CH:31]=1)(=[O:29])=[O:28]. (3) Given the product [CH3:38][C:34]([C:39]1[CH:40]=[CH:41][CH:42]([C:44]([C:11]2[C:10]3[CH2:9][C:8]4[C:16](=[CH:17][C:5]([C:1]([CH3:4])([CH3:3])[CH3:2])=[CH:6][CH:7]=4)[C:15]=3[CH:14]=[C:13]([C:18]([CH3:21])([CH3:20])[CH3:19])[CH:12]=2)([CH3:45])[CH3:46])[CH:43]=1)([CH3:33])[CH2:35][CH2:36][CH3:37], predict the reactants needed to synthesize it. The reactants are: [C:1]([C:5]1[CH:6]=[CH:7][C:8]2[CH2:9][C:10]3[C:15]([C:16]=2[CH:17]=1)=[CH:14][C:13]([C:18]([CH3:21])([CH3:20])[CH3:19])=[CH:12][CH:11]=3)([CH3:4])([CH3:3])[CH3:2].CCCCCC.C([Li])CCC.[CH3:33][C:34]([C:39]1[CH:40]=[CH:41][C:42](=[C:44]([CH3:46])[CH3:45])[CH:43]=1)([CH3:38])[CH2:35][CH2:36][CH3:37]. (4) The reactants are: [CH3:1][O:2][C:3]1[CH:4]=[C:5]([C:11]2[N:16]=[N:15][C:14]([NH2:17])=[CH:13][CH:12]=2)[CH:6]=[CH:7][C:8]=1[O:9][CH3:10].Cl[CH:19]([C:23]1[CH:28]=[CH:27][C:26]([O:29][CH3:30])=[C:25]([F:31])[CH:24]=1)[C:20](=O)[CH3:21].CCN(CC)CC. Given the product [CH3:1][O:2][C:3]1[CH:4]=[C:5]([C:11]2[CH:12]=[CH:13][C:14]3[N:15]([C:19]([C:23]4[CH:28]=[CH:27][C:26]([O:29][CH3:30])=[C:25]([F:31])[CH:24]=4)=[C:20]([CH3:21])[N:17]=3)[N:16]=2)[CH:6]=[CH:7][C:8]=1[O:9][CH3:10], predict the reactants needed to synthesize it. (5) The reactants are: Br[CH2:2][CH2:3][O:4][C:5]1[CH:10]=[CH:9][C:8]([C:11]([C:21]2[CH:26]=[CH:25][C:24]([OH:27])=[CH:23][CH:22]=2)=[C:12]([C:15]2[CH:20]=[CH:19][CH:18]=[CH:17][CH:16]=2)[CH2:13][CH3:14])=[CH:7][C:6]=1[F:28].[CH3:29][NH2:30]. Given the product [F:28][C:6]1[CH:7]=[C:8]([C:11]([C:21]2[CH:26]=[CH:25][C:24]([OH:27])=[CH:23][CH:22]=2)=[C:12]([C:15]2[CH:20]=[CH:19][CH:18]=[CH:17][CH:16]=2)[CH2:13][CH3:14])[CH:9]=[CH:10][C:5]=1[O:4][CH2:3][CH2:2][NH:30][CH3:29], predict the reactants needed to synthesize it. (6) Given the product [ClH:37].[CH2:12]([N:3]([CH2:1][CH3:2])[C:4]([CH:6]1[O:11][CH2:10][CH2:9][N:8]([CH:15]2[CH2:20][CH2:19][N:18]([C:21]([O:23][CH2:24][C:25]3[CH:26]=[CH:27][CH:28]=[CH:29][CH:30]=3)=[O:22])[CH2:17][CH2:16]2)[CH2:7]1)=[O:5])[CH3:13], predict the reactants needed to synthesize it. The reactants are: [CH2:1]([N:3]([CH2:12][CH3:13])[C:4]([CH:6]1[O:11][CH2:10][CH2:9][NH:8][CH2:7]1)=[O:5])[CH3:2].O=[C:15]1[CH2:20][CH2:19][N:18]([C:21]([O:23][CH2:24][C:25]2[CH:30]=[CH:29][CH:28]=[CH:27][CH:26]=2)=[O:22])[CH2:17][CH2:16]1.C(OCC)(=O)C.[ClH:37].